This data is from Full USPTO retrosynthesis dataset with 1.9M reactions from patents (1976-2016). The task is: Predict the reactants needed to synthesize the given product. (1) The reactants are: [CH3:1][C:2]1[CH:3]=[C:4]([S:8](Cl)(=[O:10])=[O:9])[CH:5]=[CH:6][CH:7]=1.[C:12]1([NH:18][CH:19]2[CH2:24][CH2:23][N:22]([C:25]([O:27][CH2:28][C@@H:29]([N:31]([CH2:39][C:40]3[CH:45]=[CH:44][CH:43]=[CH:42][CH:41]=3)[CH2:32][C:33]3[CH:38]=[CH:37][CH:36]=[CH:35][CH:34]=3)[CH3:30])=[O:26])[CH2:21][CH2:20]2)[CH:17]=[CH:16][CH:15]=[CH:14][CH:13]=1. Given the product [C:12]1([N:18]([CH:19]2[CH2:24][CH2:23][N:22]([C:25]([O:27][CH2:28][C@@H:29]([N:31]([CH2:32][C:33]3[CH:34]=[CH:35][CH:36]=[CH:37][CH:38]=3)[CH2:39][C:40]3[CH:41]=[CH:42][CH:43]=[CH:44][CH:45]=3)[CH3:30])=[O:26])[CH2:21][CH2:20]2)[S:8]([C:4]2[CH:5]=[CH:6][CH:7]=[C:2]([CH3:1])[CH:3]=2)(=[O:10])=[O:9])[CH:13]=[CH:14][CH:15]=[CH:16][CH:17]=1, predict the reactants needed to synthesize it. (2) Given the product [CH:29]([N:26]1[C:27]2[C:23](=[C:22]([C:34](=[O:36])[NH:37][CH2:38][C:39]3[C:44](=[O:45])[CH:43]=[C:42]([CH3:46])[NH:41][C:40]=3[CH3:47])[CH:21]=[C:20]([C:17]3[CH:16]=[CH:15][C:14]([N:11]4[CH2:12][CH2:13][N:8]([C:6]([O:5][C:1]([CH3:2])([CH3:4])[CH3:3])=[O:7])[CH2:9][CH2:10]4)=[N:19][CH:18]=3)[CH:28]=2)[C:24]([CH3:33])=[CH:25]1)([CH2:31][CH3:32])[CH3:30], predict the reactants needed to synthesize it. The reactants are: [C:1]([O:5][C:6]([N:8]1[CH2:13][CH2:12][N:11]([C:14]2[N:19]=[CH:18][C:17]([C:20]3[CH:21]=[C:22]([C:34]([OH:36])=O)[C:23]4[C:24]([CH3:33])=[CH:25][N:26]([CH:29]([CH2:31][CH3:32])[CH3:30])[C:27]=4[CH:28]=3)=[CH:16][CH:15]=2)[CH2:10][CH2:9]1)=[O:7])([CH3:4])([CH3:3])[CH3:2].[NH2:37][CH2:38][C:39]1[C:44](=[O:45])[CH:43]=[C:42]([CH3:46])[NH:41][C:40]=1[CH3:47].C(N(CC)CC)C.C1CN([P+](ON2N=NC3C=CC=CC2=3)(N2CCCC2)N2CCCC2)CC1.F[P-](F)(F)(F)(F)F.